This data is from Forward reaction prediction with 1.9M reactions from USPTO patents (1976-2016). The task is: Predict the product of the given reaction. (1) Given the reactants C(OC([N:8]1[CH2:12][CH2:11][CH:10]([CH2:13][OH:14])[CH2:9]1)=O)(C)(C)C.[H-].[Na+].[Br:17][C:18]1[CH:19]=[CH:20][C:21]2[O:30][C:29]3[C:28](=[O:31])[NH:27][C:26]([CH:32]4CCCN4)=[N:25][C:24]=3[C:22]=2[CH:23]=1.Cl, predict the reaction product. The product is: [Br:17][C:18]1[CH:19]=[CH:20][C:21]2[O:30][C:29]3[C:28](=[O:31])[NH:27][C:26]([CH2:32][O:14][CH2:13][CH:10]4[CH2:11][CH2:12][NH:8][CH2:9]4)=[N:25][C:24]=3[C:22]=2[CH:23]=1. (2) Given the reactants [Br:1][C:2]1[CH:3]=[CH:4][C:5]([O:19][CH2:20][C:21]2[CH:26]=[CH:25][C:24]([Cl:27])=[CH:23][CH:22]=2)=[C:6]([CH2:8][N:9]2[CH2:14][CH2:13][C:12]([OH:18])([C:15](O)=[O:16])[CH2:11][CH2:10]2)[CH:7]=1.[OH:28][CH2:29][CH2:30][N:31]1[CH2:36][CH2:35][NH:34][CH2:33][CH2:32]1.CN(C(ON1N=NC2C=CC=NC1=2)=[N+](C)C)C.F[P-](F)(F)(F)(F)F.CCN(C(C)C)C(C)C, predict the reaction product. The product is: [Br:1][C:2]1[CH:3]=[CH:4][C:5]([O:19][CH2:20][C:21]2[CH:26]=[CH:25][C:24]([Cl:27])=[CH:23][CH:22]=2)=[C:6]([CH2:8][N:9]2[CH2:14][CH2:13][C:12]([C:15]([N:34]3[CH2:35][CH2:36][N:31]([CH2:30][CH2:29][OH:28])[CH2:32][CH2:33]3)=[O:16])([OH:18])[CH2:11][CH2:10]2)[CH:7]=1. (3) Given the reactants Br[CH2:2][C:3]1[CH:8]=[CH:7][C:6]([C:9]([F:12])([F:11])[F:10])=[CH:5][CH:4]=1.[OH:13][C:14]1[C:21]([CH3:22])=[CH:20][C:17]([CH:18]=[O:19])=[CH:16][C:15]=1[CH3:23].C([O-])([O-])=O.[K+].[K+], predict the reaction product. The product is: [CH3:23][C:15]1[CH:16]=[C:17]([CH:20]=[C:21]([CH3:22])[C:14]=1[O:13][CH2:2][C:3]1[CH:8]=[CH:7][C:6]([C:9]([F:12])([F:11])[F:10])=[CH:5][CH:4]=1)[CH:18]=[O:19]. (4) Given the reactants N1C=CC=CC=1.[CH:7]1([C:12]2[CH:17]=[CH:16][C:15]([OH:18])=[CH:14][CH:13]=2)[CH2:11][CH2:10][CH2:9][CH2:8]1.[F:19][C:20]([F:33])([F:32])[S:21](O[S:21]([C:20]([F:33])([F:32])[F:19])(=[O:23])=[O:22])(=[O:23])=[O:22].Cl, predict the reaction product. The product is: [CH:7]1([C:12]2[CH:13]=[CH:14][C:15]([O:18][S:21]([C:20]([F:33])([F:32])[F:19])(=[O:23])=[O:22])=[CH:16][CH:17]=2)[CH2:8][CH2:9][CH2:10][CH2:11]1. (5) The product is: [OH:21][C:19]1[CH:20]=[C:15]2[C:16]([C:22](=[O:32])[C:23]([C:24]3[CH:29]=[CH:28][C:27]([O:30][CH3:31])=[CH:26][CH:25]=3)=[C:1]([CH3:2])[O:14]2)=[CH:17][CH:18]=1. Given the reactants [C:1](OC(=O)C)(=O)[CH3:2].C(=O)([O-])[O-].[K+].[K+].[OH:14][C:15]1[CH:20]=[C:19]([OH:21])[CH:18]=[CH:17][C:16]=1[C:22](=[O:32])[CH2:23][C:24]1[CH:29]=[CH:28][C:27]([O:30][CH3:31])=[CH:26][CH:25]=1.O, predict the reaction product. (6) Given the reactants C([O:8][CH2:9][C:10]([NH:12][C:13]1[CH:34]=[C:33]([CH3:35])[C:16]([O:17][C:18]2[CH:19]=[CH:20][C:21]([OH:32])=[C:22]([CH:31]=2)[C:23]([N:25]([CH:27]2[CH2:30][CH2:29][CH2:28]2)[CH3:26])=[O:24])=[C:15]([CH3:36])[CH:14]=1)=[O:11])C1C=CC=CC=1, predict the reaction product. The product is: [CH:27]1([N:25]([CH3:26])[C:23](=[O:24])[C:22]2[CH:31]=[C:18]([O:17][C:16]3[C:15]([CH3:36])=[CH:14][C:13]([NH:12][C:10](=[O:11])[CH2:9][OH:8])=[CH:34][C:33]=3[CH3:35])[CH:19]=[CH:20][C:21]=2[OH:32])[CH2:30][CH2:29][CH2:28]1.